Dataset: Full USPTO retrosynthesis dataset with 1.9M reactions from patents (1976-2016). Task: Predict the reactants needed to synthesize the given product. (1) Given the product [CH3:19][C:11]1[C:10]([Br:9])=[CH:15][CH:14]=[CH:13][C:12]=1[N:16]1[C:17](=[O:18])[NH:7][N:6]=[N:5]1, predict the reactants needed to synthesize it. The reactants are: [Cl-].[Al+3].[Cl-].[Cl-].[N-:5]=[N+:6]=[N-:7].[Na+].[Br:9][C:10]1[CH:15]=[CH:14][CH:13]=[C:12]([N:16]=[C:17]=[O:18])[C:11]=1[CH3:19].N([O-])=O.[Na+].Cl. (2) Given the product [Br:15][C:12]1[CH:13]=[C:14]2[C:9](=[CH:10][CH:11]=1)[N:8]([C:18]([C:19]1[CH:24]=[CH:23][CH:22]=[CH:21][CH:20]=1)([C:31]1[CH:32]=[CH:33][CH:34]=[CH:35][CH:36]=1)[C:25]1[CH:26]=[CH:27][CH:28]=[CH:29][CH:30]=1)[N:7]=[C:6]2[C:4]([OH:3])=[O:5], predict the reactants needed to synthesize it. The reactants are: C([O:3][C:4]([C:6]1[C:14]2[C:9](=[CH:10][CH:11]=[C:12]([Br:15])[CH:13]=2)[NH:8][N:7]=1)=[O:5])C.[H-].[Na+].[C:18](Cl)([C:31]1[CH:36]=[CH:35][CH:34]=[CH:33][CH:32]=1)([C:25]1[CH:30]=[CH:29][CH:28]=[CH:27][CH:26]=1)[C:19]1[CH:24]=[CH:23][CH:22]=[CH:21][CH:20]=1.[Cl-].[NH4+]. (3) Given the product [F:11][C:10]([F:13])([F:12])[C:9]([C:6]1[CH:7]=[CH:8][C:3]([CH2:2][N:29]2[CH2:30][CH2:31][CH:27]([O:26][C:25]3[CH:24]=[CH:23][C:22]([N+:19]([O-:21])=[O:20])=[CH:33][CH:32]=3)[CH2:28]2)=[CH:4][CH:5]=1)([OH:18])[C:14]([F:17])([F:16])[F:15], predict the reactants needed to synthesize it. The reactants are: Br[CH2:2][C:3]1[CH:8]=[CH:7][C:6]([C:9]([OH:18])([C:14]([F:17])([F:16])[F:15])[C:10]([F:13])([F:12])[F:11])=[CH:5][CH:4]=1.[N+:19]([C:22]1[CH:33]=[CH:32][C:25]([O:26][CH:27]2[CH2:31][CH2:30][NH:29][CH2:28]2)=[CH:24][CH:23]=1)([O-:21])=[O:20].C(=O)([O-])[O-].[K+].[K+]. (4) The reactants are: [C:1]([O:5][C:6](=[O:19])[NH:7][C@H:8]([C:12]1[CH:17]=[CH:16][N:15]=[C:14](Br)[CH:13]=1)[CH2:9][CH:10]=[CH2:11])([CH3:4])([CH3:3])[CH3:2].[F:20][CH:21]([F:30])[N:22]1[CH:26]=[C:25]([N+:27]([O-:29])=[O:28])[CH:24]=[N:23]1.C12(P(C34CC5CC(CC(C5)C3)C4)CCCC)CC3CC(CC(C3)C1)C2.C([O-])([O-])=O.[K+].[K+].C(O)(=O)C(C)(C)C. Given the product [C:1]([O:5][C:6](=[O:19])[NH:7][C@H:8]([C:12]1[CH:17]=[CH:16][N:15]=[C:14]([C:26]2[N:22]([CH:21]([F:20])[F:30])[N:23]=[CH:24][C:25]=2[N+:27]([O-:29])=[O:28])[CH:13]=1)[CH2:9][CH:10]=[CH2:11])([CH3:4])([CH3:3])[CH3:2], predict the reactants needed to synthesize it.